From a dataset of Catalyst prediction with 721,799 reactions and 888 catalyst types from USPTO. Predict which catalyst facilitates the given reaction. (1) Product: [C:1]([O:5][C:6]([N:8]1[CH2:13][CH2:12][N:11]([CH2:14][C:15]2[CH:20]=[CH:19][CH:18]=[CH:17][CH:16]=2)[CH2:10][C@@H:9]1[CH2:21][CH:22]=[CH:14][C:15]1[CH:20]=[CH:19][CH:18]=[CH:17][CH:16]=1)=[O:7])([CH3:4])([CH3:3])[CH3:2]. Reactant: [C:1]([O:5][C:6]([N:8]1[CH2:13][CH2:12][N:11]([CH2:14][C:15]2[CH:20]=[CH:19][CH:18]=[CH:17][CH:16]=2)[CH2:10][C@@H:9]1[CH2:21][CH:22]=O)=[O:7])([CH3:4])([CH3:3])[CH3:2].C[O-].[Na+]. The catalyst class is: 85. (2) Reactant: Br[C:2]1[CH:7]=[C:6]([CH2:8][CH3:9])[CH:5]=[CH:4][C:3]=1[F:10].C([Li])CCC.CCCCCC.C[O:23][B:24](OC)[O:25]C. Product: [CH2:8]([C:6]1[CH:5]=[CH:4][C:3]([F:10])=[C:2]([B:24]([OH:25])[OH:23])[CH:7]=1)[CH3:9]. The catalyst class is: 1. (3) Reactant: Br[C:2]1[C:11]2[C:6](=[CH:7][C:8]([OH:13])=[C:9]([F:12])[CH:10]=2)[CH:5]=[C:4]([NH:14][C:15]2[CH:19]=[C:18]([CH3:20])[NH:17][N:16]=2)[N:3]=1. Product: [F:12][C:9]1[CH:10]=[C:11]2[C:6]([CH:5]=[C:4]([NH:14][C:15]3[CH:19]=[C:18]([CH3:20])[NH:17][N:16]=3)[N:3]=[C:2]2[O:13][CH:8]([CH3:9])[CH3:7])=[CH:7][C:8]=1[OH:13]. The catalyst class is: 32. (4) Reactant: [ClH:1].C(OC(=O)[NH:8][C:9]([C:12]1[O:16][N:15]=[C:14]([CH:17]2[CH2:22][CH:21]([C:23]3[CH:28]=[CH:27][C:26]([C:29]([F:32])([F:31])[F:30])=[CH:25][CH:24]=3)[CH2:20][N:19]([C:33]([N:35]3[CH2:40][CH2:39][O:38][CH2:37][CH2:36]3)=[O:34])[CH2:18]2)[N:13]=1)([CH3:11])[CH3:10])(C)(C)C. Product: [ClH:1].[NH2:8][C:9]([C:12]1[O:16][N:15]=[C:14]([CH:17]2[CH2:22][CH:21]([C:23]3[CH:28]=[CH:27][C:26]([C:29]([F:31])([F:32])[F:30])=[CH:25][CH:24]=3)[CH2:20][N:19]([C:33]([N:35]3[CH2:40][CH2:39][O:38][CH2:37][CH2:36]3)=[O:34])[CH2:18]2)[N:13]=1)([CH3:11])[CH3:10]. The catalyst class is: 12. (5) Reactant: [C:1]([O:5][C:6]([N:8]1[C@H:20]([C:21]([OH:23])=[O:22])[CH2:19][C:18]2[C:17]3[C:12](=[CH:13][CH:14]=[CH:15][CH:16]=3)[NH:11][C:10]=2[CH2:9]1)=[O:7])([CH3:4])([CH3:3])[CH3:2].[H-].[Na+].[F:26][C:27]1[CH:34]=[CH:33][C:30]([CH2:31]Br)=[CH:29][CH:28]=1. Product: [C:1]([O:5][C:6]([N:8]1[C@H:20]([C:21]([OH:23])=[O:22])[CH2:19][C:18]2[C:17]3[C:12](=[CH:13][CH:14]=[CH:15][CH:16]=3)[N:11]([CH2:31][C:30]3[CH:33]=[CH:34][C:27]([F:26])=[CH:28][CH:29]=3)[C:10]=2[CH2:9]1)=[O:7])([CH3:4])([CH3:2])[CH3:3]. The catalyst class is: 3. (6) Reactant: [C:1]([C:3]1[CH:4]=[C:5]2[C:9](=[CH:10][CH:11]=1)[N:8]([CH:12]1[CH2:17][CH2:16][CH2:15][CH2:14][O:13]1)[N:7]=[C:6]2[C:18]1[CH:19]=[C:20]2[C:25](=[CH:26][CH:27]=1)[CH:24]=[C:23]([C:28]([OH:30])=O)[CH:22]=[CH:21]2)#[N:2].C1C=CC2N(O)N=[N:37]C=2C=1.CCN=C=NCCCN(C)C.[Cl-].[NH4+].C(N1CCOCC1)C. Product: [C:1]([C:3]1[CH:4]=[C:5]2[C:9](=[CH:10][CH:11]=1)[N:8]([CH:12]1[CH2:17][CH2:16][CH2:15][CH2:14][O:13]1)[N:7]=[C:6]2[C:18]1[CH:19]=[C:20]2[C:25](=[CH:26][CH:27]=1)[CH:24]=[C:23]([C:28]([NH2:37])=[O:30])[CH:22]=[CH:21]2)#[N:2]. The catalyst class is: 18. (7) Reactant: Cl[C:2]1[CH:3]=[C:4]([CH:25]=[CH:26][N:27]=1)[C:5]([NH:7][C:8]1[S:9][C:10]2[C:16]([N:17]3[CH2:22][CH2:21][O:20][CH2:19][CH2:18]3)=[CH:15][CH:14]=[C:13]([O:23][CH3:24])[C:11]=2[N:12]=1)=[O:6].[H-].[Na+].[F:30][C:31]([F:35])([F:34])[CH2:32][OH:33]. Product: [CH3:24][O:23][C:13]1[C:11]2[N:12]=[C:8]([NH:7][C:5](=[O:6])[C:4]3[CH:25]=[CH:26][N:27]=[C:2]([O:33][CH2:32][C:31]([F:35])([F:34])[F:30])[CH:3]=3)[S:9][C:10]=2[C:16]([N:17]2[CH2:22][CH2:21][O:20][CH2:19][CH2:18]2)=[CH:15][CH:14]=1. The catalyst class is: 887. (8) Reactant: [Br:1][C:2]1[N:10]([CH2:11][O:12][CH2:13][CH3:14])[C:9]2[C:8](=[O:15])[NH:7][C:6](=[O:16])[N:5]([CH3:17])[C:4]=2[N:3]=1.[H-].[Na+].[C:20]([O:23][C@H:24]([CH3:30])[CH2:25][CH2:26][CH2:27][CH2:28][Cl:29])(=[O:22])[CH3:21]. Product: [C:20]([O:23][CH:24]([CH3:30])[CH2:25][CH2:26][CH2:27][CH2:28][Cl:29])(=[O:22])[CH3:21].[C:20]([O:23][C@H:24]([CH3:30])[CH2:25][CH2:26][CH2:27][CH2:28][N:7]1[C:8](=[O:15])[C:9]2[N:10]([CH2:11][O:12][CH2:13][CH3:14])[C:2]([Br:1])=[N:3][C:4]=2[N:5]([CH3:17])[C:6]1=[O:16])(=[O:22])[CH3:21]. The catalyst class is: 16.